From a dataset of Reaction yield outcomes from USPTO patents with 853,638 reactions. Predict the reaction yield, written as a fraction of the theoretical maximum amount of product (1.0 means a 100% yield; for example, 0.34 means a 34% yield). (1) The reactants are [Cl:1][C:2]1[CH:7]=[CH:6][C:5]([CH2:8][C:9](N)=[O:10])=[CH:4][C:3]=1[N+:12]([O-:14])=[O:13].[CH3:15][OH:16]. No catalyst specified. The product is [CH3:15][O:16][C:9](=[O:10])[CH2:8][C:5]1[CH:6]=[CH:7][C:2]([Cl:1])=[C:3]([N+:12]([O-:14])=[O:13])[CH:4]=1. The yield is 0.890. (2) The reactants are [F:1][C:2]1[CH:10]=[CH:9][CH:8]=[C:7]([CH3:11])[C:3]=1[C:4]([OH:6])=[O:5].OS(O)(=O)=O.[N+:17]([O-])([OH:19])=[O:18]. No catalyst specified. The product is [F:1][C:2]1[C:3]([C:4]([OH:6])=[O:5])=[C:7]([CH3:11])[C:8]([N+:17]([O-:19])=[O:18])=[CH:9][CH:10]=1. The yield is 0.770. (3) The reactants are [C:1](=[O:19])([O:17][CH3:18])[O:2][C:3]1[CH:8]=[CH:7][C:6]([F:9])=[CH:5][C:4]=1[C:10]1([CH3:16])[CH2:15][CH2:14][CH2:13][CH2:12][CH2:11]1.[N+:20]([O-])([O-:22])=[O:21].[K+]. The catalyst is S(=O)(=O)(O)O. The product is [C:1](=[O:19])([O:17][CH3:18])[O:2][C:3]1[CH:8]=[C:7]([N+:20]([O-:22])=[O:21])[C:6]([F:9])=[CH:5][C:4]=1[C:10]1([CH3:16])[CH2:15][CH2:14][CH2:13][CH2:12][CH2:11]1. The yield is 0.810. (4) The reactants are [OH-].[K+].[C:3]([O:7][C:8]([NH:10][CH2:11][C:12]#[C:13][C:14]1[C:15]([O:51][CH2:52][CH2:53][CH2:54][S:55]([OH:58])(=[O:57])=[O:56])=[C:16]([C:21]([O:43][CH2:44][CH2:45][CH2:46][S:47]([OH:50])(=[O:49])=[O:48])=[C:22]([C:32]#[C:33][CH2:34][NH:35][C:36]([O:38][C:39]([CH3:42])([CH3:41])[CH3:40])=[O:37])[C:23]=1[O:24][CH2:25][CH2:26][CH2:27][S:28]([OH:31])(=[O:30])=[O:29])[C:17]([O:19]C)=[O:18])=[O:9])([CH3:6])([CH3:5])[CH3:4]. The catalyst is O. The product is [C:3]([O:7][C:8]([NH:10][CH2:11][C:12]#[C:13][C:14]1[C:15]([O:51][CH2:52][CH2:53][CH2:54][S:55]([OH:58])(=[O:57])=[O:56])=[C:16]([C:21]([O:43][CH2:44][CH2:45][CH2:46][S:47]([OH:50])(=[O:49])=[O:48])=[C:22]([C:32]#[C:33][CH2:34][NH:35][C:36]([O:38][C:39]([CH3:40])([CH3:41])[CH3:42])=[O:37])[C:23]=1[O:24][CH2:25][CH2:26][CH2:27][S:28]([OH:31])(=[O:29])=[O:30])[C:17]([OH:19])=[O:18])=[O:9])([CH3:4])([CH3:5])[CH3:6]. The yield is 0.670. (5) The reactants are [CH3:1][O:2][C:3]1[CH:8]=[CH:7][C:6]([CH2:9][OH:10])=[CH:5][CH:4]=1.[H-].[Na+].[Br:13][C:14]1[CH:15]=[C:16]([O:21][CH2:22][CH3:23])[C:17](Cl)=[N:18][CH:19]=1. The catalyst is CN(C=O)C. The product is [Br:13][C:14]1[CH:15]=[C:16]([O:21][CH2:22][CH3:23])[C:17]([O:10][CH2:9][C:6]2[CH:7]=[CH:8][C:3]([O:2][CH3:1])=[CH:4][CH:5]=2)=[N:18][CH:19]=1. The yield is 0.680. (6) The reactants are [CH3:1][O:2][C:3]([C@H:5]1[C@@H:9]([C:10]2[CH:15]=[CH:14][C:13]([Cl:16])=[C:12]([Cl:17])[CH:11]=2)[CH2:8][N:7]([CH2:18][C:19]2[CH:24]=[CH:23][CH:22]=[CH:21][CH:20]=2)[CH2:6]1)=[O:4].C[O-].[Na+]. The catalyst is CO. The product is [CH3:1][O:2][C:3]([C@@H:5]1[C@@H:9]([C:10]2[CH:15]=[CH:14][C:13]([Cl:16])=[C:12]([Cl:17])[CH:11]=2)[CH2:8][N:7]([CH2:18][C:19]2[CH:20]=[CH:21][CH:22]=[CH:23][CH:24]=2)[CH2:6]1)=[O:4]. The yield is 0.820. (7) The reactants are [Br:1][C:2]1[CH:7]=[C:6]([Cl:8])[CH:5]=[C:4]([F:9])[C:3]=1[O:10][CH2:11][CH3:12].[N+:13]([O-])([OH:15])=[O:14]. The catalyst is OS(O)(=O)=O. The product is [Br:1][C:2]1[C:7]([N+:13]([O-:15])=[O:14])=[C:6]([Cl:8])[CH:5]=[C:4]([F:9])[C:3]=1[O:10][CH2:11][CH3:12]. The yield is 0.400. (8) The reactants are Br[C:2]1[C:7]([N+:8]([O-:10])=[O:9])=[C:6]([N:11]([CH2:17][C:18]2[CH:23]=[CH:22][C:21]([CH2:24][P:25]([O:30][CH2:31][CH3:32])([O:27][CH2:28][CH3:29])=[O:26])=[CH:20][CH:19]=2)[C:12](=[O:16])[O:13][CH2:14][CH3:15])[CH:5]=[C:4]([Br:33])[N:3]=1.[NH3:34].CO. The catalyst is C1COCC1. The product is [NH2:34][C:2]1[C:7]([N+:8]([O-:10])=[O:9])=[C:6]([N:11]([CH2:17][C:18]2[CH:19]=[CH:20][C:21]([CH2:24][P:25]([O:27][CH2:28][CH3:29])([O:30][CH2:31][CH3:32])=[O:26])=[CH:22][CH:23]=2)[C:12](=[O:16])[O:13][CH2:14][CH3:15])[CH:5]=[C:4]([Br:33])[N:3]=1. The yield is 0.680.